From a dataset of Reaction yield outcomes from USPTO patents with 853,638 reactions. Predict the reaction yield, written as a fraction of the theoretical maximum amount of product (1.0 means a 100% yield; for example, 0.34 means a 34% yield). (1) The reactants are [CH3:1][O:2][C:3]1[CH:8]=[CH:7][CH:6]=[CH:5][C:4]=1[S:9]([N:12]([CH3:31])[C:13]1[CH:14]=[CH:15][CH:16]=[C:17]2[C:21]=1[NH:20][C:19]([C:22]1[S:23][CH:24]([CH2:27][C:28]([OH:30])=O)[CH2:25][N:26]=1)=[CH:18]2)(=[O:11])=[O:10].C[N:33](C)C=O.Cl.CN(C)CCCN=C=NCC. The product is [CH3:1][O:2][C:3]1[CH:8]=[CH:7][CH:6]=[CH:5][C:4]=1[S:9]([N:12]([CH3:31])[C:13]1[CH:14]=[CH:15][CH:16]=[C:17]2[C:21]=1[NH:20][C:19]([C:22]1[S:23][CH:24]([CH2:27][C:28]([NH2:33])=[O:30])[CH2:25][N:26]=1)=[CH:18]2)(=[O:11])=[O:10]. The yield is 0.570. The catalyst is C(OCC)(=O)C. (2) The reactants are C([O-])(=O)C.[Na+].[CH2:6]([O:8][C:9](=[O:15])[CH:10]([Cl:14])C(=O)C)[CH3:7].[CH2:16]([O:20][C:21]1[CH:27]=[CH:26][C:25]([I:28])=[CH:24][C:22]=1[NH2:23])[CH2:17][C:18]#[CH:19].[N:29]([O-])=O.[Na+]. The catalyst is C(O)C.Cl.O1CCCC1.O. The product is [CH2:16]([O:20][C:21]1[CH:27]=[CH:26][C:25]([I:28])=[CH:24][C:22]=1[NH:23][N:29]=[C:10]([Cl:14])[C:9]([O:8][CH2:6][CH3:7])=[O:15])[CH2:17][C:18]#[CH:19]. The yield is 0.960. (3) The yield is 0.920. The catalyst is CO. The reactants are C=O.[F:3][C:4]1[CH:5]=[C:6]([NH:16][C:17]2[N:22]=[C:21]([CH2:23][CH2:24][C:25]3[CH:30]=[CH:29][CH:28]=[CH:27][C:26]=3[CH2:31][C:32]([NH2:34])=[O:33])[C:20]([C:35]([F:38])([F:37])[F:36])=[CH:19][N:18]=2)[CH:7]=[CH:8][C:9]=1[CH:10]1[CH2:15][CH2:14][NH:13][CH2:12][CH2:11]1.[C:39](O[BH-](OC(=O)C)OC(=O)C)(=O)C.[Na+]. The product is [F:3][C:4]1[CH:5]=[C:6]([NH:16][C:17]2[N:22]=[C:21]([CH2:23][CH2:24][C:25]3[CH:30]=[CH:29][CH:28]=[CH:27][C:26]=3[CH2:31][C:32]([NH2:34])=[O:33])[C:20]([C:35]([F:38])([F:36])[F:37])=[CH:19][N:18]=2)[CH:7]=[CH:8][C:9]=1[CH:10]1[CH2:11][CH2:12][N:13]([CH3:39])[CH2:14][CH2:15]1. (4) The reactants are [Br:1][C:2]1[CH:3]=[CH:4][C:5]([N:8]2[C:12]([C:13]([F:16])([F:15])[F:14])=[CH:11][C:10]([C:17]3[C:21]([CH3:23])([CH3:22])[C:20](=[O:24])[NH:19][N:18]=3)=[N:9]2)=[N:6][CH:7]=1.[CH3:25]CN(C(C)C)C(C)C.ClC(Cl)(OC(=O)OC(Cl)(Cl)Cl)Cl. The catalyst is C(Cl)Cl. The product is [Br:1][C:2]1[CH:3]=[CH:4][C:5]([N:8]2[C:12]([C:13]([F:15])([F:16])[F:14])=[CH:11][C:10]([C:17]3[C:21]([CH3:22])([CH3:23])[C:20](=[O:24])[N:19]([CH3:25])[N:18]=3)=[N:9]2)=[N:6][CH:7]=1. The yield is 0.780.